From a dataset of hERG potassium channel inhibition data for cardiac toxicity prediction from Karim et al.. Regression/Classification. Given a drug SMILES string, predict its toxicity properties. Task type varies by dataset: regression for continuous values (e.g., LD50, hERG inhibition percentage) or binary classification for toxic/non-toxic outcomes (e.g., AMES mutagenicity, cardiotoxicity, hepatotoxicity). Dataset: herg_karim. (1) The result is 1 (blocker). The compound is Clc1ccc([C@]23CCCCC2CNC3)cc1Cl. (2) The molecule is COc1ccc(Cn2cnc3c(NS(C)(=O)=O)c(C)c(C)cc32)cc1. The result is 0 (non-blocker). (3) The molecule is COC(=O)[C@H]1[C@H](OC(=O)c2ccccc2)C[C@@H]2CC[C@H]1[NH+]2C. The result is 1 (blocker). (4) The molecule is COc1cc(OC2CCNCC2)ccc1Nc1ncc(Cl)c(-c2cnc3ccccn23)n1. The result is 1 (blocker). (5) The compound is Cc1nc(N2CCC(O)(C3CC3)CC2)nc2ccc(NC(=O)/C=C/c3ccc(Cl)cc3)cc12. The result is 1 (blocker). (6) The drug is COc1ccc2ncc(F)c(CCC34CCC(N(C)Cc5ccc6c(n5)NC(=O)CO6)(CC3)CO4)c2n1. The result is 1 (blocker). (7) The molecule is O=C(Nc1ccccc1)c1[nH]c2cc(F)ccc2c1C1C[N+]CC[C@@H]1F. The result is 1 (blocker).